From a dataset of Forward reaction prediction with 1.9M reactions from USPTO patents (1976-2016). Predict the product of the given reaction. (1) Given the reactants [CH:1]([N:4]1[C:8]([C:9]2[S:10][C:11]3[CH2:12][CH2:13][O:14][C:15]4[CH:22]=[C:21]([CH2:23][NH2:24])[CH:20]=[CH:19][C:16]=4[C:17]=3[N:18]=2)=[N:7][C:6]([CH3:25])=[N:5]1)([CH3:3])[CH3:2].C(N(CC)CC)C.[CH3:33][S:34](Cl)(=[O:36])=[O:35].O, predict the reaction product. The product is: [CH:1]([N:4]1[C:8]([C:9]2[S:10][C:11]3[CH2:12][CH2:13][O:14][C:15]4[CH:22]=[C:21]([CH2:23][NH:24][S:34]([CH3:33])(=[O:36])=[O:35])[CH:20]=[CH:19][C:16]=4[C:17]=3[N:18]=2)=[N:7][C:6]([CH3:25])=[N:5]1)([CH3:3])[CH3:2]. (2) Given the reactants C(N(CC)C(C)C)(C)C.[CH3:10][N:11]1[CH2:16][CH2:15][NH:14][CH2:13][CH:12]1[CH2:17][CH2:18][OH:19].F[C:21]1[CH:26]=[CH:25][C:24]([N+:27]([O-:29])=[O:28])=[C:23]([O:30][CH:31]([CH3:33])[CH3:32])[CH:22]=1, predict the reaction product. The product is: [CH3:10][N:11]1[CH2:16][CH2:15][N:14]([C:21]2[CH:26]=[CH:25][C:24]([N+:27]([O-:29])=[O:28])=[C:23]([O:30][CH:31]([CH3:33])[CH3:32])[CH:22]=2)[CH2:13][CH:12]1[CH2:17][CH2:18][OH:19].